This data is from Forward reaction prediction with 1.9M reactions from USPTO patents (1976-2016). The task is: Predict the product of the given reaction. (1) Given the reactants [C:1]([C:5]1[S:9][C:8]([C:10]([NH:12][C@@H:13]([CH2:26][C:27]2[CH:32]=[CH:31][C:30]([C:33]3[N:38]=[CH:37][C:36]([C:39]4[CH:44]=[CH:43][C:42]([OH:45])=[CH:41][CH:40]=4)=[CH:35][N:34]=3)=[CH:29][CH:28]=2)[C:14]([NH:16][C@@H:17]([C:19]([O:21][C:22]([CH3:25])([CH3:24])[CH3:23])=[O:20])[CH3:18])=[O:15])=[O:11])=[CH:7][CH:6]=1)([CH3:4])([CH3:3])[CH3:2].CCN(C(C)C)C(C)C.[F:55][C:56]([F:75])([F:74])[S:57](N(C1C=CC=CC=1)[S:57]([C:56]([F:75])([F:74])[F:55])(=[O:59])=[O:58])(=[O:59])=[O:58], predict the reaction product. The product is: [C:1]([C:5]1[S:9][C:8]([C:10]([NH:12][C@@H:13]([CH2:26][C:27]2[CH:32]=[CH:31][C:30]([C:33]3[N:34]=[CH:35][C:36]([C:39]4[CH:44]=[CH:43][C:42]([O:45][S:57]([C:56]([F:75])([F:74])[F:55])(=[O:59])=[O:58])=[CH:41][CH:40]=4)=[CH:37][N:38]=3)=[CH:29][CH:28]=2)[C:14]([NH:16][C@@H:17]([C:19]([O:21][C:22]([CH3:25])([CH3:23])[CH3:24])=[O:20])[CH3:18])=[O:15])=[O:11])=[CH:7][CH:6]=1)([CH3:2])([CH3:3])[CH3:4]. (2) Given the reactants [CH2:1]([C:5]1[S:9][C:8]([S:10](Cl)(=[O:12])=[O:11])=[CH:7][CH:6]=1)[CH2:2][CH2:3][CH3:4].[NH2:14][C:15]1[CH:19]=[C:18]([CH3:20])[O:17][N:16]=1, predict the reaction product. The product is: [CH2:1]([C:5]1[S:9][C:8]([S:10]([NH:14][C:15]2[CH:19]=[C:18]([CH3:20])[O:17][N:16]=2)(=[O:12])=[O:11])=[CH:7][CH:6]=1)[CH2:2][CH2:3][CH3:4]. (3) Given the reactants [Cl:1][C:2]1[N:7]=[CH:6][C:5]([C:8]2[CH:20]=[CH:19][C:11]3[N:12]=[C:13]([NH:15]C(=O)C)[S:14][C:10]=3[CH:9]=2)=[CH:4][C:3]=1[NH:21][CH:22]([CH3:24])[CH3:23].[OH-].[Na+].O.Cl, predict the reaction product. The product is: [Cl:1][C:2]1[N:7]=[CH:6][C:5]([C:8]2[CH:20]=[CH:19][C:11]3[N:12]=[C:13]([NH2:15])[S:14][C:10]=3[CH:9]=2)=[CH:4][C:3]=1[NH:21][CH:22]([CH3:24])[CH3:23]. (4) Given the reactants [NH2:1][C@H:2]([C:7]([OH:9])=[O:8])[C@H:3]([CH2:5][CH3:6])[CH3:4].[C:10]1([CH3:19])[CH:15]=[CH:14][C:13]([C:16](Cl)=[O:17])=[CH:12][CH:11]=1, predict the reaction product. The product is: [CH3:4][C@H:3]([CH2:5][CH3:6])[C@@H:2]([NH:1][C:16](=[O:17])[C:13]1[CH:14]=[CH:15][C:10]([CH3:19])=[CH:11][CH:12]=1)[C:7]([OH:9])=[O:8]. (5) Given the reactants [Br:1][C:2]1[C:3](=[O:30])[N:4]([C:20]2[CH:21]=[C:22]([CH:27]=[CH:28][CH:29]=2)[C:23]([O:25]C)=[O:24])[C:5]([CH2:18][OH:19])=[CH:6][C:7]=1[O:8][CH2:9][C:10]1[CH:15]=[CH:14][C:13]([F:16])=[CH:12][C:11]=1[F:17].[OH-].[Na+].Cl, predict the reaction product. The product is: [Br:1][C:2]1[C:3](=[O:30])[N:4]([C:20]2[CH:21]=[C:22]([CH:27]=[CH:28][CH:29]=2)[C:23]([OH:25])=[O:24])[C:5]([CH2:18][OH:19])=[CH:6][C:7]=1[O:8][CH2:9][C:10]1[CH:15]=[CH:14][C:13]([F:16])=[CH:12][C:11]=1[F:17]. (6) Given the reactants [CH3:1][C@@H:2]1[CH2:10][C:9]2[C:4](=[CH:5][CH:6]=[C:7]([NH2:11])[CH:8]=2)[NH:3]1.[CH2:12]([CH2:16][C:17](=O)[CH3:18])[C:13]([CH3:15])=O.C1(C)C=CC(S(O)(=O)=O)=CC=1, predict the reaction product. The product is: [CH3:18][C:17]1[N:11]([C:7]2[CH:8]=[C:9]3[C:4](=[CH:5][CH:6]=2)[NH:3][C@H:2]([CH3:1])[CH2:10]3)[C:13]([CH3:15])=[CH:12][CH:16]=1.